This data is from Catalyst prediction with 721,799 reactions and 888 catalyst types from USPTO. The task is: Predict which catalyst facilitates the given reaction. (1) Reactant: [Cl:1][C:2]1[CH:7]=[C:6]([Cl:8])[CH:5]=[CH:4][C:3]=1[C:9](=[O:18])[CH2:10][C:11]1[CH:16]=[CH:15][C:14]([CH3:17])=[CH:13][CH:12]=1.CO[CH:21](OC)[N:22]([CH3:24])[CH3:23]. Product: [Cl:1][C:2]1[CH:7]=[C:6]([Cl:8])[CH:5]=[CH:4][C:3]=1[C:9](=[O:18])[C:10]([C:11]1[CH:12]=[CH:13][C:14]([CH3:17])=[CH:15][CH:16]=1)=[CH:21][N:22]([CH3:24])[CH3:23]. The catalyst class is: 3. (2) Reactant: [N:1]1([C:6]2[CH:26]=[CH:25][C:9]([CH2:10][C:11]3[C:12]([O:23][CH3:24])=[N:13][C:14]4[C:19]([C:20]=3[Cl:21])=[CH:18][C:17](Br)=[CH:16][CH:15]=4)=[CH:8][CH:7]=2)[CH:5]=[CH:4][CH:3]=[N:2]1.[Li]CCCC.[CH3:32][N:33]1[C:37]([C:38]([C:40]2[N:44]([CH3:45])[N:43]=[N:42][CH:41]=2)=[O:39])=[CH:36][N:35]=[N:34]1.C(=O)=O.CC(C)=O. Product: [N:1]1([C:6]2[CH:26]=[CH:25][C:9]([CH2:10][C:11]3[C:12]([O:23][CH3:24])=[N:13][C:14]4[C:19]([C:20]=3[Cl:21])=[CH:18][C:17]([C:38]([C:37]3[N:33]([CH3:32])[N:34]=[N:35][CH:36]=3)([C:40]3[N:44]([CH3:45])[N:43]=[N:42][CH:41]=3)[OH:39])=[CH:16][CH:15]=4)=[CH:8][CH:7]=2)[CH:5]=[CH:4][CH:3]=[N:2]1. The catalyst class is: 1. (3) Reactant: C([Li])CCC.CCCCCC.CO[C:14]([C:16]1[CH:17]=[N:18][N:19]2[CH:24]=[CH:23][CH:22]=[CH:21][C:20]=12)=[O:15].Cl.[C:26](#[N:28])[CH3:27]. Product: [O:15]=[C:14]([C:16]1[CH:17]=[N:18][N:19]2[CH:24]=[CH:23][CH:22]=[CH:21][C:20]=12)[CH2:27][C:26]#[N:28]. The catalyst class is: 11. (4) Reactant: [Cl:1][C:2]1[N:10]=[C:9]2[C:5]([N:6]=[CH:7][N:8]2[CH2:11][CH3:12])=[C:4](Cl)[N:3]=1.ClC1N=C2C(N=CN2CCCC2C=CN=CC=2)=C(Cl)[N:16]=1. Product: [Cl:1][C:2]1[N:10]=[C:9]2[C:5]([N:6]=[CH:7][N:8]2[CH2:11][CH3:12])=[C:4]([NH2:16])[N:3]=1. The catalyst class is: 328. (5) Reactant: [CH3:1][O:2][C:3]1[CH:4]=[C:5]([C:9]2[C:14]([O:15][CH3:16])=[CH:13][CH:12]=[C:11]([C:17]([NH:19][C:20]3[CH:25]=[CH:24][C:23]([C:26]4[CH:31]=[CH:30][C:29]([O:32][CH:33]5[CH2:38][CH2:37][N:36]([CH3:39])[CH2:35][CH2:34]5)=[CH:28][CH:27]=4)=[CH:22][C:21]=3[N+:40]([O-])=O)=[O:18])[CH:10]=2)[CH:6]=[CH:7][CH:8]=1. Product: [NH2:40][C:21]1[CH:22]=[C:23]([C:26]2[CH:31]=[CH:30][C:29]([O:32][CH:33]3[CH2:34][CH2:35][N:36]([CH3:39])[CH2:37][CH2:38]3)=[CH:28][CH:27]=2)[CH:24]=[CH:25][C:20]=1[NH:19][C:17]([C:11]1[CH:10]=[C:9]([C:5]2[CH:6]=[CH:7][CH:8]=[C:3]([O:2][CH3:1])[CH:4]=2)[C:14]([O:15][CH3:16])=[CH:13][CH:12]=1)=[O:18]. The catalyst class is: 331.